From a dataset of Reaction yield outcomes from USPTO patents with 853,638 reactions. Predict the reaction yield, written as a fraction of the theoretical maximum amount of product (1.0 means a 100% yield; for example, 0.34 means a 34% yield). (1) The reactants are O.[OH-].[Li+].[CH3:4][CH:5]([CH3:18])[CH:6]([C:8]1[CH:17]=[CH:16][C:11]([C:12]([O:14]C)=[O:13])=[CH:10][CH:9]=1)[CH3:7]. The catalyst is O1CCCC1.CO.O. The product is [CH3:4][CH:5]([CH3:18])[CH:6]([C:8]1[CH:9]=[CH:10][C:11]([C:12]([OH:14])=[O:13])=[CH:16][CH:17]=1)[CH3:7]. The yield is 0.940. (2) The reactants are [CH3:1][C:2]1[O:10][C:9]2[CH:8]=[CH:7][N:6]=[CH:5][C:4]=2[CH:3]=1.C([N-]C(C)C)(C)C.[Li+].[F:19][C:20]([F:37])([F:36])[C:21](=[O:35])[CH2:22][C:23]([C:26]1[CH:31]=[C:30]([F:32])[CH:29]=[CH:28][C:27]=1[O:33][CH3:34])([CH3:25])[CH3:24]. The catalyst is C1COCC1. The product is [F:37][C:20]([F:19])([F:36])[C:21]([CH2:1][C:2]1[O:10][C:9]2[CH:8]=[CH:7][N:6]=[CH:5][C:4]=2[CH:3]=1)([OH:35])[CH2:22][C:23]([C:26]1[CH:31]=[C:30]([F:32])[CH:29]=[CH:28][C:27]=1[O:33][CH3:34])([CH3:25])[CH3:24]. The yield is 0.450. (3) The reactants are [CH:1]([C:4]1[CH:11]=[CH:10][C:7]([CH:8]=O)=[CH:6][CH:5]=1)([CH3:3])[CH3:2].[CH3:12][N:13]([CH3:23])[S:14]([C:17]1[S:21][C:20]([NH2:22])=[N:19][CH:18]=1)(=[O:16])=[O:15].C([O:26][C:27](=O)[C:28]([OH:39])=[CH:29][C:30](=[O:38])[C:31]1[CH:36]=[CH:35][C:34]([CH3:37])=[CH:33][CH:32]=1)C. No catalyst specified. The product is [CH3:12][N:13]([CH3:23])[S:14]([C:17]1[S:21][C:20]([N:22]2[CH:8]([C:7]3[CH:10]=[CH:11][C:4]([CH:1]([CH3:3])[CH3:2])=[CH:5][CH:6]=3)[C:29]([C:30](=[O:38])[C:31]3[CH:36]=[CH:35][C:34]([CH3:37])=[CH:33][CH:32]=3)=[C:28]([OH:39])[C:27]2=[O:26])=[N:19][CH:18]=1)(=[O:15])=[O:16]. The yield is 0.220. (4) The reactants are [O:1]1[C:5]2[CH:6]=[CH:7][C:8]([C:10]3[C:19]4[C:20](=[O:23])[O:21][CH2:22][C:18]=4[C:17]([O:24][CH3:25])=[C:16]4[C:11]=3[CH:12]=[C:13]([O:28][CH3:29])[C:14]([O:26][CH3:27])=[CH:15]4)=[CH:9][C:4]=2[O:3][CH2:2]1.C[Al](C)C.Cl.[CH3:35][NH2:36]. The catalyst is C1(C)C=CC=CC=1. The product is [CH3:35][NH:36][C:20]([C:19]1[C:18]([CH2:22][OH:21])=[C:17]([O:24][CH3:25])[C:16]2[C:11](=[CH:12][C:13]([O:28][CH3:29])=[C:14]([O:26][CH3:27])[CH:15]=2)[C:10]=1[C:8]1[CH:7]=[CH:6][C:5]2[O:1][CH2:2][O:3][C:4]=2[CH:9]=1)=[O:23]. The yield is 0.720. (5) The reactants are [N:1]1[C:5]2[CH:6]=[CH:7][CH:8]=[CH:9][C:4]=2[NH:3][CH:2]=1.C(N(CC)C(C)C)(C)C.[CH3:19][Si:20]([CH3:27])([CH3:26])[CH2:21][CH2:22][O:23][CH2:24]Cl.CN([CH:31]=[O:32])C. No catalyst specified. The product is [CH3:19][Si:20]([CH3:27])([CH3:26])[CH2:21][CH2:22][O:23][CH2:24][N:1]1[C:5]2[CH:6]=[CH:7][CH:8]=[CH:9][C:4]=2[N:3]=[C:2]1[CH:31]=[O:32]. The yield is 0.760. (6) The reactants are [F:1][C:2]1[CH:3]=[C:4]([C:8]2[N:9]=[C:10]([NH2:21])[C:11]([NH2:20])=[N:12][C:13]=2[C:14]2[CH:19]=[CH:18][N:17]=[CH:16][CH:15]=2)[CH:5]=[CH:6][CH:7]=1.[C:22](N1C=CN=C1)(N1C=CN=C1)=[O:23]. The catalyst is C1COCC1. The product is [F:1][C:2]1[CH:3]=[C:4]([C:8]2[N:9]=[C:10]3[NH:21][C:22](=[O:23])[NH:20][C:11]3=[N:12][C:13]=2[C:14]2[CH:19]=[CH:18][N:17]=[CH:16][CH:15]=2)[CH:5]=[CH:6][CH:7]=1. The yield is 0.440. (7) The reactants are [CH3:1][CH:2]([CH3:18])[CH2:3][C:4](C1C=C2C(=CC=1)NC(C(O)=O)=C2)=[O:5].[CH2:19]([O:21][C:22]([C:24]1[NH:25][C:26]2[C:31]([C:32]=1[Br:33])=[CH:30][CH:29]=[CH:28][CH:27]=2)=[O:23])[CH3:20].[Al+3].[Cl-].[Cl-].[Cl-].C(Cl)(=O)CC(C)C. The catalyst is [N+](C)([O-])=O. The product is [CH2:19]([O:21][C:22]([C:24]1[NH:25][C:26]2[C:31]([C:32]=1[Br:33])=[CH:30][C:29]([C:4](=[O:5])[CH2:3][CH:2]([CH3:18])[CH3:1])=[CH:28][CH:27]=2)=[O:23])[CH3:20]. The yield is 0.670. (8) The reactants are [Cl:1][C:2]1[CH:3]=[C:4]([CH:7]=[C:8]([Cl:27])[C:9]=1[O:10][C:11]1[CH:16]=[CH:15][C:14]([O:17]C)=[C:13]([CH2:19][C:20]2[CH:25]=[CH:24][C:23]([F:26])=[CH:22][CH:21]=2)[CH:12]=1)[CH2:5]O.B(Br)(Br)[Br:29]. The catalyst is C(Cl)Cl. The product is [Cl:1][C:2]1[CH:3]=[C:4]([CH:7]=[C:8]([Cl:27])[C:9]=1[O:10][C:11]1[CH:16]=[CH:15][C:14]([OH:17])=[C:13]([CH2:19][C:20]2[CH:25]=[CH:24][C:23]([F:26])=[CH:22][CH:21]=2)[CH:12]=1)[CH2:5][Br:29]. The yield is 0.670.